Dataset: Cav3 T-type calcium channel HTS with 100,875 compounds. Task: Binary Classification. Given a drug SMILES string, predict its activity (active/inactive) in a high-throughput screening assay against a specified biological target. (1) The molecule is s1c(N2CC(CCC2)C(=O)NCCc2ccccc2)nn2c1nc(cc2=O)C. The result is 0 (inactive). (2) The compound is O=C1CCC(NCCc2ccccc2)=C1C(=O)C. The result is 0 (inactive). (3) The compound is Clc1ccc(CSc2oc(nn2)c2c(NC(=O)c3ccccc3)cccc2)cc1. The result is 1 (active). (4) The compound is Clc1c(Oc2ccccc2)c(=O)n(nc1)C. The result is 0 (inactive). (5) The molecule is o1c(nc(c1NCC=C)C#N)c1c2c(ccc1)cccc2. The result is 0 (inactive). (6) The drug is S(CC(=O)c1c(n(CCc2cc(OC)c(OC)cc2)c(c1)C)C)c1n(nnn1)c1ccccc1. The result is 0 (inactive).